The task is: Predict the product of the given reaction.. This data is from Forward reaction prediction with 1.9M reactions from USPTO patents (1976-2016). (1) Given the reactants [NH2:1][C:2]1[CH:3]=[C:4]([CH:8]([N:18]([CH2:26][CH2:27][O:28][CH3:29])[C:19](=[O:25])[O:20][C:21]([CH3:24])([CH3:23])[CH3:22])[CH2:9][O:10][Si:11]([C:14]([CH3:17])([CH3:16])[CH3:15])([CH3:13])[CH3:12])[CH:5]=[CH:6][CH:7]=1.[Br:30][C:31]1[CH:36]=[CH:35][C:34]([S:37](Cl)(=[O:39])=[O:38])=[CH:33][CH:32]=1.C(N(CC)C(C)C)(C)C, predict the reaction product. The product is: [Br:30][C:31]1[CH:36]=[CH:35][C:34]([S:37]([NH:1][C:2]2[CH:3]=[C:4]([CH:8]([N:18]([CH2:26][CH2:27][O:28][CH3:29])[C:19](=[O:25])[O:20][C:21]([CH3:22])([CH3:23])[CH3:24])[CH2:9][O:10][Si:11]([C:14]([CH3:17])([CH3:16])[CH3:15])([CH3:12])[CH3:13])[CH:5]=[CH:6][CH:7]=2)(=[O:39])=[O:38])=[CH:33][CH:32]=1. (2) Given the reactants [C:1]1([C:7]2[C:8]([C:12]([OH:14])=O)=[CH:9][NH:10][CH:11]=2)[CH:6]=[CH:5][CH:4]=[CH:3][CH:2]=1.[CH3:15][O:16][C:17]1[CH:18]=[C:19]([N:25]2[CH2:30][CH2:29][NH:28][CH2:27][CH2:26]2)[CH:20]=[C:21]([O:23][CH3:24])[CH:22]=1.Cl.CN(C)CCCN=C=NCC.O.ON1C2C=CC=CC=2N=N1, predict the reaction product. The product is: [CH3:15][O:16][C:17]1[CH:18]=[C:19]([N:25]2[CH2:26][CH2:27][N:28]([C:12]([C:8]3[C:7]([C:1]4[CH:2]=[CH:3][CH:4]=[CH:5][CH:6]=4)=[CH:11][NH:10][CH:9]=3)=[O:14])[CH2:29][CH2:30]2)[CH:20]=[C:21]([O:23][CH3:24])[CH:22]=1. (3) Given the reactants [Si]([O:8][CH2:9][CH2:10][CH2:11][C:12]([C:31]1[CH2:36][CH2:35][CH2:34][CH2:33][CH:32]=1)([C:14]1[CH:18]=[C:17]([CH2:19][O:20][Si:21]([CH:28]([CH3:30])[CH3:29])([CH:25]([CH3:27])[CH3:26])[CH:22]([CH3:24])[CH3:23])[S:16][CH:15]=1)O)(C(C)(C)C)(C)C.Cl, predict the reaction product. The product is: [C:31]1([C:12]2([C:14]3[CH:18]=[C:17]([CH2:19][O:20][Si:21]([CH:25]([CH3:27])[CH3:26])([CH:22]([CH3:23])[CH3:24])[CH:28]([CH3:30])[CH3:29])[S:16][CH:15]=3)[CH2:11][CH2:10][CH2:9][O:8]2)[CH2:36][CH2:35][CH2:34][CH2:33][CH:32]=1. (4) Given the reactants [C:1](Cl)(=[O:8])[C:2]1[CH:7]=[CH:6][CH:5]=[CH:4][CH:3]=1.[O:10]1CCCC1.[Br:15][C:16]([F:26])([F:25])[C:17]([F:24])([F:23])[CH2:18][CH2:19][CH2:20][CH2:21]O.C(N(CC)CC)C, predict the reaction product. The product is: [C:1]([OH:8])(=[O:10])[C:2]1[CH:7]=[CH:6][CH:5]=[CH:4][CH:3]=1.[Br:15][C:16]([F:25])([F:26])[C:17]([F:23])([F:24])[CH2:18][CH2:19][CH2:20][CH3:21]. (5) Given the reactants [NH3:1].[CH2:2]([O:4][C:5]([C:7]1[C:8]2[S:16][CH:15]=[C:14]([CH2:17][O:18][C:19]3[CH:24]=[CH:23][CH:22]=[C:21]([O:25][CH2:26][C:27]4[CH:32]=[CH:31][C:30]([O:33][CH3:34])=[CH:29][CH:28]=4)[CH:20]=3)[C:9]=2[C:10](Cl)=[N:11][CH:12]=1)=[O:6])[CH3:3], predict the reaction product. The product is: [CH2:2]([O:4][C:5]([C:7]1[C:8]2[S:16][CH:15]=[C:14]([CH2:17][O:18][C:19]3[CH:24]=[CH:23][CH:22]=[C:21]([O:25][CH2:26][C:27]4[CH:32]=[CH:31][C:30]([O:33][CH3:34])=[CH:29][CH:28]=4)[CH:20]=3)[C:9]=2[C:10]([NH2:1])=[N:11][CH:12]=1)=[O:6])[CH3:3]. (6) The product is: [F:1][C:2]1[CH:3]=[CH:4][C:5]([N+:11]([O-:13])=[O:12])=[C:6]([CH:10]=1)[C:7]([NH2:21])=[O:8]. Given the reactants [F:1][C:2]1[CH:3]=[CH:4][C:5]([N+:11]([O-:13])=[O:12])=[C:6]([CH:10]=1)[C:7](O)=[O:8].C(Cl)(=O)C(Cl)=O.C[N:21](C=O)C.[NH4+].[OH-], predict the reaction product. (7) Given the reactants C([O:8][C:9]1[CH:14]=[CH:13][C:12]([C:15]2[O:16][C:17]3[C:23]([F:24])=[C:22]([O:25][CH2:26][C@@H:27]([NH:29][C:30](=[O:32])[CH3:31])[CH3:28])[CH:21]=[CH:20][C:18]=3[N:19]=2)=[CH:11][C:10]=1[F:33])C1C=CC=CC=1, predict the reaction product. The product is: [F:24][C:23]1[C:17]2[O:16][C:15]([C:12]3[CH:13]=[CH:14][C:9]([OH:8])=[C:10]([F:33])[CH:11]=3)=[N:19][C:18]=2[CH:20]=[CH:21][C:22]=1[O:25][CH2:26][C@@H:27]([NH:29][C:30](=[O:32])[CH3:31])[CH3:28].